This data is from Catalyst prediction with 721,799 reactions and 888 catalyst types from USPTO. The task is: Predict which catalyst facilitates the given reaction. (1) Reactant: [CH3:1][C:2]([C:11]([O:13][CH3:14])=[O:12])([CH3:10])[NH:3][CH2:4][CH2:5][C:6]([O:8][CH3:9])=[O:7].C([O-])(O)=O.[Na+].[C:20](Cl)(=[O:27])[C:21]1[CH:26]=[CH:25][CH:24]=[CH:23][CH:22]=1. Product: [CH3:10][C:2]([C:11]([O:13][CH3:14])=[O:12])([CH3:1])[N:3]([CH2:4][CH2:5][C:6]([O:8][CH3:9])=[O:7])[C:20]([C:21]1[CH:26]=[CH:25][CH:24]=[CH:23][CH:22]=1)=[O:27]. The catalyst class is: 34. (2) Reactant: Cl.C(N=C=NCCCN(C)C)C.[NH2:13][CH2:14]/[CH:15]=[CH:16]/[C:17]1[CH2:18][C@H:19]2[C:25](=[O:26])[N:24]([CH2:27][O:28][CH2:29][CH2:30][Si:31]([CH3:34])([CH3:33])[CH3:32])[C:23]3[CH:35]=[C:36]([O:41][CH2:42][CH2:43][CH2:44][O:45][C:46]4[C:47]([O:73][CH3:74])=[CH:48][C:49]5[C:55](=[O:56])[N:54]6[CH:57]=[C:58](/[CH:60]=[CH:61]/[CH3:62])[CH2:59][C@H:53]6[C:52](=[O:63])[N:51]([CH2:64][O:65][CH2:66][CH2:67][Si:68]([CH3:71])([CH3:70])[CH3:69])[C:50]=5[CH:72]=4)[C:37]([O:39][CH3:40])=[CH:38][C:22]=3[C:21](=[O:75])[N:20]2[CH:76]=1.[CH:77]1[C:89]2[CH:88]([CH2:90][O:91][C:92]([NH:94][C@@H:95]([CH:104]([CH3:106])[CH3:105])[C:96]([NH:98][C@@H:99]([CH3:103])[C:100](O)=[O:101])=[O:97])=[O:93])[C:87]3[C:82](=[CH:83][CH:84]=[CH:85][CH:86]=3)[C:81]=2[CH:80]=[CH:79][CH:78]=1. Product: [CH3:40][O:39][C:37]1[C:36]([O:41][CH2:42][CH2:43][CH2:44][O:45][C:46]2[C:47]([O:73][CH3:74])=[CH:48][C:49]3[C:55](=[O:56])[N:54]4[CH:57]=[C:58](/[CH:60]=[CH:61]/[CH3:62])[CH2:59][C@H:53]4[C:52](=[O:63])[N:51]([CH2:64][O:65][CH2:66][CH2:67][Si:68]([CH3:71])([CH3:70])[CH3:69])[C:50]=3[CH:72]=2)=[CH:35][C:23]2[N:24]([CH2:27][O:28][CH2:29][CH2:30][Si:31]([CH3:34])([CH3:33])[CH3:32])[C:25](=[O:26])[C@@H:19]3[CH2:18][C:17](/[CH:16]=[CH:15]/[CH2:14][NH:13][C:100](=[O:101])[C@@H:99]([NH:98][C:96](=[O:97])[C@@H:95]([NH:94][C:92](=[O:93])[O:91][CH2:90][CH:88]4[C:89]5[CH:77]=[CH:78][CH:79]=[CH:80][C:81]=5[C:82]5[C:87]4=[CH:86][CH:85]=[CH:84][CH:83]=5)[CH:104]([CH3:106])[CH3:105])[CH3:103])=[CH:76][N:20]3[C:21](=[O:75])[C:22]=2[CH:38]=1. The catalyst class is: 4. (3) Product: [C:25]([NH:17][C:16]1[NH:15][C:13](=[O:14])[C:12]2[N:11]=[CH:10][N:9]([C:19]=2[N:18]=1)[C@@H:1]1[O:8][C@H:5]([CH2:6][OH:7])[C@@H:3]([OH:4])[CH2:2]1)(=[O:29])[CH:26]([CH3:28])[CH3:27]. Reactant: [C@@H:1]1([N:9]2[C:19]3[N:18]=[C:16]([NH2:17])[NH:15][C:13](=[O:14])[C:12]=3[N:11]=[CH:10]2)[O:8][C@H:5]([CH2:6][OH:7])[C@@H:3]([OH:4])[CH2:2]1.C[Si](C)(C)Cl.[C:25](O[C:25](=[O:29])[CH:26]([CH3:28])[CH3:27])(=[O:29])[CH:26]([CH3:28])[CH3:27].N. The catalyst class is: 228. (4) Reactant: [CH3:1][C@:2]12[C@@:19]3([CH3:20])[C@@H:10]([C@:11]4([CH3:31])[C@@H:16]([CH2:17][CH2:18]3)[C:15]([CH3:22])([CH3:21])[C:14]([O:23][S:24]([C:27]([F:30])([F:29])[F:28])(=[O:26])=[O:25])=[CH:13][CH2:12]4)[CH2:9][CH2:8][C@@H:7]1[C@H:6]1[C@H:32]([C:35]([CH3:37])=[CH2:36])[CH2:33][CH2:34][C@:5]1([C:38]([OH:40])=O)[CH2:4][CH2:3]2.C(N(CC)C(C)C)(C)C.CN(C(ON1N=NC2C=CC=NC1=2)=[N+](C)C)C.F[P-](F)(F)(F)(F)F.[NH2:74][CH2:75][CH2:76][N:77]1[CH2:82][CH2:81][S:80](=[O:84])(=[O:83])[CH2:79][CH2:78]1. Product: [F:30][C:27]([F:28])([F:29])[S:24]([O:23][C:14]1[C:15]([CH3:21])([CH3:22])[C@H:16]2[C@:11]([CH3:31])([CH2:12][CH:13]=1)[C@@H:10]1[C@:19]([CH3:20])([C@@:2]3([CH3:1])[C@H:7]([CH2:8][CH2:9]1)[C@H:6]1[C@H:32]([C:35]([CH3:37])=[CH2:36])[CH2:33][CH2:34][C@:5]1([C:38](=[O:40])[NH:74][CH2:75][CH2:76][N:77]1[CH2:82][CH2:81][S:80](=[O:84])(=[O:83])[CH2:79][CH2:78]1)[CH2:4][CH2:3]3)[CH2:18][CH2:17]2)(=[O:25])=[O:26]. The catalyst class is: 2.